Task: Predict which catalyst facilitates the given reaction.. Dataset: Catalyst prediction with 721,799 reactions and 888 catalyst types from USPTO Reactant: [OH:1][C@H:2]1[CH2:6][NH:5][C@H:4]([C:7]([OH:9])=[O:8])[CH2:3]1.[CH3:10][C:11]([O:14][C:15](O[C:15]([O:14][C:11]([CH3:13])([CH3:12])[CH3:10])=[O:16])=[O:16])([CH3:13])[CH3:12]. Product: [C:11]([O:14][C:15]([N:5]1[CH2:6][C@H:2]([OH:1])[CH2:3][C@H:4]1[C:7]([OH:9])=[O:8])=[O:16])([CH3:13])([CH3:12])[CH3:10]. The catalyst class is: 74.